Dataset: Reaction yield outcomes from USPTO patents with 853,638 reactions. Task: Predict the reaction yield, written as a fraction of the theoretical maximum amount of product (1.0 means a 100% yield; for example, 0.34 means a 34% yield). (1) The reactants are [CH3:1][O:2][C:3]1[C:12]([NH:13][C:14](=[O:22])OC2C=CC=CC=2)=[CH:11][C:10]2[C:5](=[CH:6][CH:7]=[CH:8][CH:9]=2)[CH:4]=1.[CH3:23][C:24]1[CH:25]=[C:26]([N:31]2[CH2:36][CH2:35][NH:34][CH2:33][CH2:32]2)[CH:27]=[C:28]([CH3:30])[CH:29]=1.C1CCN2C(=NCCC2)CC1. The catalyst is O1CCCC1. The product is [CH3:1][O:2][C:3]1[C:12]([NH:13][C:14]([N:34]2[CH2:35][CH2:36][N:31]([C:26]3[CH:27]=[C:28]([CH3:30])[CH:29]=[C:24]([CH3:23])[CH:25]=3)[CH2:32][CH2:33]2)=[O:22])=[CH:11][C:10]2[C:5](=[CH:6][CH:7]=[CH:8][CH:9]=2)[CH:4]=1. The yield is 0.720. (2) The reactants are Cl[C:2]1[N:3]=[CH:4][C:5]2[CH2:11][N:10]([C:12]([C:14]3[CH:15]=[N:16][CH:17]=[CH:18][CH:19]=3)=[O:13])[CH2:9][CH2:8][C:6]=2[N:7]=1.[CH3:20][O:21][C:22]1[CH:28]=[CH:27][CH:26]=[CH:25][C:23]=1[NH2:24].CCOC(C)=O. The catalyst is C(O)(C)C. The product is [CH3:20][O:21][C:22]1[CH:28]=[CH:27][CH:26]=[CH:25][C:23]=1[NH:24][C:2]1[N:3]=[CH:4][C:5]2[CH2:11][N:10]([C:12]([C:14]3[CH:15]=[N:16][CH:17]=[CH:18][CH:19]=3)=[O:13])[CH2:9][CH2:8][C:6]=2[N:7]=1. The yield is 0.335. (3) The reactants are [NH2:1][C:2]1[CH:7]=[N:6][CH:5]=[CH:4][N:3]=1.[N+:8]([C:10]1[CH:19]=[CH:18][C:13]2[O:14][CH2:15][CH2:16][O:17][C:12]=2[CH:11]=1)#[C-:9].[F:20][C:21]1[CH:26]=[CH:25][C:24]([CH:27]=O)=[CH:23][N:22]=1.[Cl-].[In+3].[Cl-].[Cl-]. The catalyst is C1(C)C=CC=CC=1. The product is [O:14]1[CH2:15][CH2:16][O:17][C:12]2[CH:11]=[C:10]([NH:8][C:9]3[N:3]4[CH:4]=[CH:5][N:6]=[CH:7][C:2]4=[N:1][C:27]=3[C:24]3[CH:23]=[N:22][C:21]([F:20])=[CH:26][CH:25]=3)[CH:19]=[CH:18][C:13]1=2. The yield is 0.0400. (4) The reactants are Cl[CH2:2][CH2:3][CH2:4][CH2:5][C:6]#[N:7].[NH:8]1[CH2:13][CH2:12][CH2:11][CH2:10][CH2:9]1.C(=O)([O-])[O-].[K+].[K+].[I-].[K+].[H-].[Al+3].[Li+].[H-].[H-].[H-].[Na].C(C(C(C([O-])=O)O)O)([O-])=O.[K+].[K+]. The catalyst is C(O)C.O1CCCC1.O. The product is [N:7]1([CH2:13][CH2:12][CH2:11][CH2:10][CH2:9][NH2:8])[CH2:6][CH2:5][CH2:4][CH2:3][CH2:2]1. The yield is 0.590. (5) The reactants are [N+:1]([C:4]1[CH:5]=[N:6][C:7]([NH:10][C:11]2[CH:12]=[N:13][CH:14]=[CH:15][CH:16]=2)=[N:8][CH:9]=1)([O-])=O. The catalyst is [Pd]. The product is [N:13]1[CH:14]=[CH:15][CH:16]=[C:11]([NH:10][C:7]2[N:6]=[CH:5][C:4]([NH2:1])=[CH:9][N:8]=2)[CH:12]=1. The yield is 0.900. (6) The reactants are [C:1]([O:5][C:6]([N:8]1[CH2:11][CH:10]([C:12]2[CH2:13][CH2:14][O:15][CH2:16][CH:17]=2)[CH2:9]1)=[O:7])([CH3:4])([CH3:3])[CH3:2]. The catalyst is [Pd]. The product is [C:1]([O:5][C:6]([N:8]1[CH2:11][CH:10]([CH:12]2[CH2:13][CH2:14][O:15][CH2:16][CH2:17]2)[CH2:9]1)=[O:7])([CH3:4])([CH3:2])[CH3:3]. The yield is 0.920.